Dataset: hERG Central: cardiac toxicity at 1µM, 10µM, and general inhibition. Task: Predict hERG channel inhibition at various concentrations. (1) The molecule is CN(C)CCN(Cc1cccs1)c1ccccn1.Cl. Results: hERG_inhib (hERG inhibition (general)): blocker. (2) The molecule is Cn1c(SCCOc2ccc(Cl)cc2)nnc1-c1ccncc1. Results: hERG_inhib (hERG inhibition (general)): blocker. (3) The molecule is OCC1(CCCc2ccccc2)CCN(Cc2cnc(N3CCOCC3)s2)CC1. Results: hERG_inhib (hERG inhibition (general)): blocker. (4) The molecule is CCN(CC(=O)NCc1ccc(F)cc1)Cc1nc2cc(Cl)ccc2c(=O)[nH]1. Results: hERG_inhib (hERG inhibition (general)): blocker. (5) Results: hERG_inhib (hERG inhibition (general)): blocker. The molecule is Cc1cccc(NC(=S)NC(C)C(c2cccs2)N2CCN(C)CC2)c1C. (6) The drug is CCN1CCN(c2cc(C)nc(-c3ccccc3O)n2)CC1. Results: hERG_inhib (hERG inhibition (general)): blocker. (7) The compound is CCCCN(CCCC)CCNC(=O)c1cn(CC)c2ccc(S(=O)(=O)N3CCCC3)cc2c1=O. Results: hERG_inhib (hERG inhibition (general)): blocker. (8) The drug is O=c1[nH]c(=O)n(CCC2=CCCCC2)c(O)c1C=NC1CCN(Cc2ccccc2)CC1. Results: hERG_inhib (hERG inhibition (general)): blocker. (9) The drug is O=C(COc1ccccc1)NNC(=O)COc1ccc([N+](=O)[O-])cc1. Results: hERG_inhib (hERG inhibition (general)): blocker. (10) The compound is C=CCn1c(SCC(=O)NCc2ccco2)nc2ccccc2c1=O. Results: hERG_inhib (hERG inhibition (general)): blocker.